Dataset: Catalyst prediction with 721,799 reactions and 888 catalyst types from USPTO. Task: Predict which catalyst facilitates the given reaction. (1) Reactant: [Cl:1][C:2]1[CH:3]=[C:4]([OH:11])[CH:5]=[N:6][C:7]=1[CH:8]1[CH2:10][CH2:9]1.[Br:12][C:13]1[CH:14]=[C:15]([CH:18]=[CH:19][C:20]=1F)[C:16]#[N:17].C(=O)([O-])[O-].[K+].[K+].O. Product: [Br:12][C:13]1[CH:14]=[C:15]([CH:18]=[CH:19][C:20]=1[O:11][C:4]1[CH:5]=[N:6][C:7]([CH:8]2[CH2:9][CH2:10]2)=[C:2]([Cl:1])[CH:3]=1)[C:16]#[N:17]. The catalyst class is: 16. (2) Reactant: [CH3:1][O:2][CH2:3][C@H:4]([CH3:31])[O:5][C:6]1[CH:7]=[C:8]([C:23]2[NH:27][C:26]([C:28](O)=[O:29])=[CH:25][CH:24]=2)[CH:9]=[C:10]([O:12][Si:13]([CH:20]([CH3:22])[CH3:21])([CH:17]([CH3:19])[CH3:18])[CH:14]([CH3:16])[CH3:15])[CH:11]=1.[NH2:32][C@@H:33]([CH2:37][OH:38])[C@H:34]([CH3:36])[OH:35].[Cl-].COC1N=C(OC)N=C([N+]2(C)CCOCC2)N=1. The catalyst class is: 5. Product: [OH:38][CH2:37][C@H:33]([NH:32][C:28]([C:26]1[NH:27][C:23]([C:8]2[CH:9]=[C:10]([O:12][Si:13]([CH:14]([CH3:15])[CH3:16])([CH:20]([CH3:22])[CH3:21])[CH:17]([CH3:18])[CH3:19])[CH:11]=[C:6]([O:5][C@@H:4]([CH3:31])[CH2:3][O:2][CH3:1])[CH:7]=2)=[CH:24][CH:25]=1)=[O:29])[C@@H:34]([OH:35])[CH3:36].